Dataset: Reaction yield outcomes from USPTO patents with 853,638 reactions. Task: Predict the reaction yield, written as a fraction of the theoretical maximum amount of product (1.0 means a 100% yield; for example, 0.34 means a 34% yield). The reactants are [CH2:1]([C:4]1([S:7]([NH:10][C:11]2[C:19]([NH:20][C:21]3[CH:26]=[CH:25][C:24]([I:27])=[CH:23][C:22]=3[F:28])=[C:18]([F:29])[C:14]3[N:15]=[N:16][S:17][C:13]=3[CH:12]=2)(=[O:9])=[O:8])[CH2:6][CH2:5]1)[CH:2]=[CH2:3].C[N+]1([O-])CC[O:34]CC1.[OH2:38]. The catalyst is C1COCC1.[Os](=O)(=O)(=O)=O. The product is [OH:38][CH:2]([CH2:3][OH:34])[CH2:1][C:4]1([S:7]([NH:10][C:11]2[C:19]([NH:20][C:21]3[CH:26]=[CH:25][C:24]([I:27])=[CH:23][C:22]=3[F:28])=[C:18]([F:29])[C:14]3[N:15]=[N:16][S:17][C:13]=3[CH:12]=2)(=[O:8])=[O:9])[CH2:5][CH2:6]1. The yield is 0.565.